This data is from Catalyst prediction with 721,799 reactions and 888 catalyst types from USPTO. The task is: Predict which catalyst facilitates the given reaction. (1) Reactant: [C:1]1([CH2:7][CH2:8][CH2:9][CH:10]([NH:20][C:21]([CH:23]2[CH2:28][CH2:27][CH2:26][CH2:25][N:24]2[C:29]([CH:31]2[CH2:36][CH2:35][CH2:34][N:33](C(OC(C)(C)C)=O)[CH2:32]2)=[O:30])=[O:22])[CH2:11][CH2:12][CH2:13][C:14]2[CH:19]=[CH:18][CH:17]=[CH:16][CH:15]=2)[CH:6]=[CH:5][CH:4]=[CH:3][CH:2]=1.FC(F)(F)C(O)=O. Product: [C:1]1([CH2:7][CH2:8][CH2:9][CH:10]([NH:20][C:21]([CH:23]2[CH2:28][CH2:27][CH2:26][CH2:25][N:24]2[C:29]([CH:31]2[CH2:36][CH2:35][CH2:34][NH:33][CH2:32]2)=[O:30])=[O:22])[CH2:11][CH2:12][CH2:13][C:14]2[CH:15]=[CH:16][CH:17]=[CH:18][CH:19]=2)[CH:2]=[CH:3][CH:4]=[CH:5][CH:6]=1. The catalyst class is: 2. (2) Reactant: [OH:1][C:2]1[C:9]([CH3:10])=[CH:8][C:7]([N+:11]([O-:13])=[O:12])=[CH:6][C:3]=1[CH:4]=O.C(=O)([O-])[O-].[K+].[K+].Br[CH2:21][C:22]([O:24][CH2:25][CH3:26])=[O:23].O. Product: [CH3:10][C:9]1[C:2]2[O:1][C:21]([C:22]([O:24][CH2:25][CH3:26])=[O:23])=[CH:4][C:3]=2[CH:6]=[C:7]([N+:11]([O-:13])=[O:12])[CH:8]=1. The catalyst class is: 9. (3) Reactant: Br[C:2]1[CH:3]=[N:4][N:5]([CH:7]2[CH2:12][CH2:11][O:10][CH2:9][CH2:8]2)[CH:6]=1.CC([O-])=O.[K+].[CH3:18][C:19]1([CH3:35])[C:23]([CH3:25])([CH3:24])[O:22][B:21]([B:21]2[O:22][C:23]([CH3:25])([CH3:24])[C:19]([CH3:35])([CH3:18])[O:20]2)[O:20]1. Product: [O:10]1[CH2:11][CH2:12][CH:7]([N:5]2[CH:6]=[C:2]([B:21]3[O:22][C:23]([CH3:25])([CH3:24])[C:19]([CH3:35])([CH3:18])[O:20]3)[CH:3]=[N:4]2)[CH2:8][CH2:9]1. The catalyst class is: 75. (4) Reactant: [Br:1][C:2]1[CH:7]=[CH:6][C:5]([CH2:8][CH2:9][CH2:10][C:11]2[N:15]([CH:16]3[CH2:18][CH2:17]3)[C:14](=[O:19])[NH:13][N:12]=2)=[CH:4][CH:3]=1.CN[C@@H]1CCCC[C@H]1NC.C(=O)([O-])[O-].[K+].[K+].I[C:37]1[CH:42]=[CH:41][C:40]([C:43]([F:46])([F:45])[F:44])=[CH:39][CH:38]=1. Product: [Br:1][C:2]1[CH:7]=[CH:6][C:5]([CH2:8][CH2:9][CH2:10][C:11]2[N:15]([CH:16]3[CH2:18][CH2:17]3)[C:14](=[O:19])[N:13]([C:37]3[CH:42]=[CH:41][C:40]([C:43]([F:46])([F:45])[F:44])=[CH:39][CH:38]=3)[N:12]=2)=[CH:4][CH:3]=1. The catalyst class is: 185.